From a dataset of Full USPTO retrosynthesis dataset with 1.9M reactions from patents (1976-2016). Predict the reactants needed to synthesize the given product. (1) Given the product [ClH:35].[Br:1][C:2]1[C:11]2[C:6](=[CH:7][CH:8]=[CH:9][CH:10]=2)[CH:5]=[CH:4][C:3]=1[O:12][C@H:13]1[CH2:17][NH:16][C@H:15]([C:25]([O:27][CH3:28])=[O:26])[CH2:14]1, predict the reactants needed to synthesize it. The reactants are: [Br:1][C:2]1[C:11]2[C:6](=[CH:7][CH:8]=[CH:9][CH:10]=2)[CH:5]=[CH:4][C:3]=1[O:12][C@H:13]1[CH2:17][N:16](C(OC(C)(C)C)=O)[C@H:15]([C:25]([O:27][CH3:28])=[O:26])[CH2:14]1.O1CCOCC1.[ClH:35]. (2) Given the product [CH3:19][C:18]1[C:14]([NH:13][S:9]([C:7]2[S:8][C:4]([CH2:1][CH2:2][CH3:3])=[CH:5][CH:6]=2)(=[O:11])=[O:10])=[N:15][O:16][C:17]=1[CH3:20], predict the reactants needed to synthesize it. The reactants are: [CH2:1]([C:4]1[S:8][C:7]([S:9](Cl)(=[O:11])=[O:10])=[CH:6][CH:5]=1)[CH2:2][CH3:3].[NH2:13][C:14]1[C:18]([CH3:19])=[C:17]([CH3:20])[O:16][N:15]=1.CN(C1C=CC=CN=1)C. (3) The reactants are: [O:1]=[C:2]1[NH:8][CH:7]([CH2:9]OS(C)(=O)=O)[C:6]2[CH:15]=[CH:16][CH:17]=[CH:18][C:5]=2[C:4]2[CH:19]=[CH:20][CH:21]=[CH:22][C:3]1=2.[Na+].[I-:24]. Given the product [I:24][CH2:9][CH:7]1[NH:8][C:2](=[O:1])[C:3]2[CH:22]=[CH:21][CH:20]=[CH:19][C:4]=2[C:5]2[CH:18]=[CH:17][CH:16]=[CH:15][C:6]1=2, predict the reactants needed to synthesize it. (4) Given the product [ClH:22].[NH2:2][CH2:1][CH:3]([C:4]1([OH:10])[CH2:9][CH2:8][CH2:7][CH2:6][CH2:5]1)[C:11]1[CH:12]=[CH:13][C:14]([O:17][CH3:18])=[CH:15][CH:16]=1, predict the reactants needed to synthesize it. The reactants are: [C:1]([CH:3]([C:11]1[CH:16]=[CH:15][C:14]([O:17][CH3:18])=[CH:13][CH:12]=1)[C:4]1([OH:10])[CH2:9][CH2:8][CH2:7][CH2:6][CH2:5]1)#[N:2].N.[H][H].[ClH:22]. (5) Given the product [C:17]([C:14]1[CH:15]=[CH:16][C:11]([O:10][CH2:9][CH2:8][CH2:7][CH2:6][CH2:5][CH2:4][CH2:3][CH2:2][I:21])=[CH:12][CH:13]=1)([CH3:20])([CH3:19])[CH3:18], predict the reactants needed to synthesize it. The reactants are: Br[CH2:2][CH2:3][CH2:4][CH2:5][CH2:6][CH2:7][CH2:8][CH2:9][O:10][C:11]1[CH:16]=[CH:15][C:14]([C:17]([CH3:20])([CH3:19])[CH3:18])=[CH:13][CH:12]=1.[I-:21].[Na+].C(OCCCCCCCCCCN)CCCCC.